This data is from Full USPTO retrosynthesis dataset with 1.9M reactions from patents (1976-2016). The task is: Predict the reactants needed to synthesize the given product. (1) Given the product [CH2:8]([N:7]1[C:6]2[CH:10]=[CH:11][C:12]([C:14]#[N:15])=[CH:13][C:5]=2[N:4]=[C:3]1[CH2:2][N:32]1[CH:31]=[CH:30][N:29]=[C:28]1[C:25]1[CH:26]=[CH:27][NH:23][N:24]=1)[CH3:9], predict the reactants needed to synthesize it. The reactants are: Cl[CH2:2][C:3]1[N:7]([CH2:8][CH3:9])[C:6]2[CH:10]=[CH:11][C:12]([C:14]#[N:15])=[CH:13][C:5]=2[N:4]=1.C(OC([N:23]1[CH:27]=[CH:26][C:25]([C:28]2[NH:29][CH:30]=[CH:31][N:32]=2)=[N:24]1)=O)(C)(C)C. (2) The reactants are: [C:1]1(N)[CH:6]=[CH:5][CH:4]=[CH:3][C:2]=1[NH2:7].N[CH:10]1[C:15](=O)N[C:12](=[O:13])[CH:11]1[CH2:17][CH2:18][CH2:19]CC(N)CCCCCC1C=CC=CC=1.[CH:34]12[C:46](=O)O[C:43](=O)[CH:35]1[CH:36]1[C:41](=[O:42])[O:40][C:38](=[O:39])[CH:37]12.[C:48]([O:51][C:52](=[O:54])[CH3:53])(=[O:50])[CH3:49].[N:55]1[CH:60]=[CH:59][CH:58]=[CH:57][CH:56]=1. Given the product [CH3:56][C:57]1([CH3:34])[C:58]2[CH:59]=[C:60]([NH2:55])[CH:19]=[CH:18][C:17]=2[C:11]([C:5]2[CH:4]=[CH:3][C:2]([NH2:7])=[CH:1][CH:6]=2)([CH3:12])[CH2:10]1.[CH:10]1[C:11]([C:12]([C:46]2[CH:43]=[CH:35][C:36]3[C:41]([O:40][C:38](=[O:39])[C:37]=3[CH:34]=2)=[O:42])=[O:13])=[CH:17][C:49]2[C:48]([O:51][C:52](=[O:54])[C:53]=2[CH:15]=1)=[O:50], predict the reactants needed to synthesize it. (3) Given the product [NH2:26][CH:4]([C:6]1[CH:18]=[CH:17][C:9]([C:10]([O:12][C:13]([CH3:16])([CH3:15])[CH3:14])=[O:11])=[CH:8][CH:7]=1)[CH2:3][CH:2]([CH3:19])[CH3:1], predict the reactants needed to synthesize it. The reactants are: [CH3:1][CH:2]([CH3:19])[CH2:3][C:4]([C:6]1[CH:18]=[CH:17][C:9]([C:10]([O:12][C:13]([CH3:16])([CH3:15])[CH3:14])=[O:11])=[CH:8][CH:7]=1)=O.C([O-])(=O)C.[NH4+].C([BH3-])#[N:26].[Na+].Cl. (4) Given the product [CH2:1]([C:3]1[C:4]([C:11]([O:13][CH2:14][C:15]2[CH:20]=[CH:19][CH:18]=[CH:17][CH:16]=2)=[O:12])=[C:5]([CH:9]=[O:10])[NH:6][C:7]=1[C:34]1[CH:35]=[CH:36][N:31]=[CH:32][CH:33]=1)[CH3:2], predict the reactants needed to synthesize it. The reactants are: [CH2:1]([C:3]1[C:4]([C:11]([O:13][CH2:14][C:15]2[CH:20]=[CH:19][CH:18]=[CH:17][CH:16]=2)=[O:12])=[C:5]([CH:9]=[O:10])[NH:6][C:7]=1I)[CH3:2].FC1C=CC(B(O)O)=CC=1.[N:31]1[CH:36]=[CH:35][C:34](B(O)O)=[CH:33][CH:32]=1. (5) Given the product [Cl:35][C:19]1[CH:18]=[C:17]([O:16][C:10]2[C:9]3[C:14](=[CH:15][C:6]([O:5][CH2:4][CH2:3][CH2:2][N:48]4[CH2:49][CH2:50][N:45]([CH3:44])[CH2:46][CH2:47]4)=[C:7]([O:36][CH3:37])[CH:8]=3)[N:13]=[CH:12][N:11]=2)[CH:22]=[CH:21][C:20]=1[NH:23][C:24]([NH:26][C:27]1[CH:32]=[CH:31][C:30]([F:33])=[CH:29][C:28]=1[F:34])=[O:25], predict the reactants needed to synthesize it. The reactants are: Br[CH2:2][CH2:3][CH2:4][O:5][C:6]1[CH:15]=[C:14]2[C:9]([C:10]([O:16][C:17]3[CH:22]=[CH:21][C:20]([NH:23][C:24]([NH:26][C:27]4[CH:32]=[CH:31][C:30]([F:33])=[CH:29][C:28]=4[F:34])=[O:25])=[C:19]([Cl:35])[CH:18]=3)=[N:11][CH:12]=[N:13]2)=[CH:8][C:7]=1[O:36][CH3:37].C(=O)([O-])[O-].[K+].[K+].[CH3:44][N:45]1[CH2:50][CH2:49][NH:48][CH2:47][CH2:46]1.O. (6) Given the product [C:24]([C:6]1[N:5]=[N:4][C:3]([NH:47][C@@H:48]2[CH2:53][CH2:52][CH2:51][N:50]([C:54]([O:56][C:57]([CH3:60])([CH3:59])[CH3:58])=[O:55])[CH2:49]2)=[N:8][C:7]=1[NH:9][C:10]1[CH:15]=[CH:14][C:13]([C:16]([N:18]2[CH2:23][CH2:22][O:21][CH2:20][CH2:19]2)=[O:17])=[CH:12][CH:11]=1)(=[O:25])[NH2:26], predict the reactants needed to synthesize it. The reactants are: CS[C:3]1[N:4]=[N:5][C:6]([C:24]([NH2:26])=[O:25])=[C:7]([NH:9][C:10]2[CH:15]=[CH:14][C:13]([C:16]([N:18]3[CH2:23][CH2:22][O:21][CH2:20][CH2:19]3)=[O:17])=[CH:12][CH:11]=2)[N:8]=1.C1C=C(Cl)C=C(C(OO)=O)C=1.CCN(C(C)C)C(C)C.[NH2:47][C@@H:48]1[CH2:53][CH2:52][CH2:51][N:50]([C:54]([O:56][C:57]([CH3:60])([CH3:59])[CH3:58])=[O:55])[CH2:49]1.